This data is from Full USPTO retrosynthesis dataset with 1.9M reactions from patents (1976-2016). The task is: Predict the reactants needed to synthesize the given product. Given the product [NH2:20][C:8]1[N:7]=[C:6]([NH:5][CH2:4][CH2:3][CH2:2][NH:1][C:32](=[O:33])[C:31]2[CH:35]=[CH:36][CH:37]=[C:29]([Br:28])[CH:30]=2)[CH:11]=[C:10]([C:12]2[CH:17]=[CH:16][CH:15]=[C:14]([CH3:18])[C:13]=2[CH3:19])[N:9]=1, predict the reactants needed to synthesize it. The reactants are: [NH2:1][CH2:2][CH2:3][CH2:4][NH:5][C:6]1[CH:11]=[C:10]([C:12]2[CH:17]=[CH:16][CH:15]=[C:14]([CH3:18])[C:13]=2[CH3:19])[N:9]=[C:8]([NH2:20])[N:7]=1.CCN(CC)CC.[Br:28][C:29]1[CH:30]=[C:31]([CH:35]=[CH:36][CH:37]=1)[C:32](Cl)=[O:33].